Dataset: Full USPTO retrosynthesis dataset with 1.9M reactions from patents (1976-2016). Task: Predict the reactants needed to synthesize the given product. (1) Given the product [S:1]1[C:5]2[CH:6]=[CH:7][CH:8]=[CH:9][C:4]=2[C:3]([N:10]2[CH2:15][CH2:14][N:13]([CH2:16][CH2:17][C:18]3[CH:23]=[CH:22][CH:21]=[CH:20][C:19]=3[N:24]([CH:25]([CH3:27])[CH3:26])[C:35](=[O:37])[CH3:36])[CH2:12][CH2:11]2)=[N:2]1, predict the reactants needed to synthesize it. The reactants are: [S:1]1[C:5]2[CH:6]=[CH:7][CH:8]=[CH:9][C:4]=2[C:3]([N:10]2[CH2:15][CH2:14][N:13]([CH2:16][CH2:17][C:18]3[CH:23]=[CH:22][CH:21]=[CH:20][C:19]=3[NH:24][CH:25]([CH3:27])[CH3:26])[CH2:12][CH2:11]2)=[N:2]1.C(N(CC)CC)C.[C:35](Cl)(=[O:37])[CH3:36]. (2) Given the product [Cl:1][C:2]1[CH:7]=[CH:6][C:5]2=[N:8][C:9]3[C:22]4[CH:21]=[CH:20][CH:19]=[CH:18][C:17]=4[N:16]([CH3:23])[C:15]4[C:10]=3[C:11]([CH:12]=[C:13]([OH:24])[CH:14]=4)=[C:4]2[CH:3]=1, predict the reactants needed to synthesize it. The reactants are: [Cl:1][C:2]1[CH:7]=[CH:6][C:5]2=[N:8][C:9]3[C:22]4[CH:21]=[CH:20][CH:19]=[CH:18][C:17]=4[N:16]([CH3:23])[C:15]4[C:10]=3[C:11]([CH:12]=[C:13]([O:24]C)[CH:14]=4)=[C:4]2[CH:3]=1.ClC1C=CC2=NC3C4C=CC=CC=4NC4C=3C(C=C(OC)C=4)=C2C=1.[Cl-].[Al+3].[Cl-].[Cl-]. (3) Given the product [Cl:14][C:11]1[CH:12]=[CH:13][C:8]([N:6]2[CH:7]=[C:3]3[CH2:2][N:17]([C:18]4[CH:23]=[CH:22][C:21]([OH:24])=[C:20]([O:25][CH3:26])[CH:19]=4)[C:15](=[O:16])[C:4]3=[N:5]2)=[CH:9][CH:10]=1, predict the reactants needed to synthesize it. The reactants are: Cl[CH2:2][C:3]1[C:4]([C:15]([NH:17][C:18]2[CH:23]=[CH:22][C:21]([OH:24])=[C:20]([O:25][CH3:26])[CH:19]=2)=[O:16])=[N:5][N:6]([C:8]2[CH:13]=[CH:12][C:11]([Cl:14])=[CH:10][CH:9]=2)[CH:7]=1.C(=O)([O-])[O-].[K+].[K+].Cl. (4) Given the product [CH2:26]([C:25]1[O:14][C:8]2=[N:9][C:10](=[O:13])[NH:11][CH:12]=[C:7]2[CH:24]=1)[CH2:27][CH2:28][CH2:29][CH2:30][CH2:31][CH2:32][CH2:33][CH2:34][CH3:35], predict the reactants needed to synthesize it. The reactants are: CN(C=O)C.I[C:7]1[C:8](=[O:14])[NH:9][C:10](=[O:13])[NH:11][CH:12]=1.CCN(C(C)C)C(C)C.[CH:24]#[C:25][CH2:26][CH2:27][CH2:28][CH2:29][CH2:30][CH2:31][CH2:32][CH2:33][CH2:34][CH3:35].